From a dataset of Catalyst prediction with 721,799 reactions and 888 catalyst types from USPTO. Predict which catalyst facilitates the given reaction. Reactant: [Cl:1][C:2]1[CH:3]=[CH:4][C:5]2[O:9][C:8]([C:10]3[CH:15]=[CH:14][C:13]([F:16])=[CH:12][CH:11]=3)=[C:7]([C:17]3[NH:18][CH2:19][CH2:20][N:21]=3)[C:6]=2[C:22]=1[F:23].C(=O)([O-])[O-].[K+].[K+].C(O)(=O)C.C(O)(=O)C.IC1C=CC=CC=1.O. Product: [Cl:1][C:2]1[CH:3]=[CH:4][C:5]2[O:9][C:8]([C:10]3[CH:15]=[CH:14][C:13]([F:16])=[CH:12][CH:11]=3)=[C:7]([C:17]3[NH:21][CH:20]=[CH:19][N:18]=3)[C:6]=2[C:22]=1[F:23]. The catalyst class is: 16.